From a dataset of Full USPTO retrosynthesis dataset with 1.9M reactions from patents (1976-2016). Predict the reactants needed to synthesize the given product. (1) Given the product [NH2:32][C:29]1[N:30]=[CH:31][C:26]([C:2]2[C:10]3[N:9]4[CH2:11][CH2:12][NH:13][C:14](=[O:15])[C:8]4=[C:7]([CH3:16])[C:6]=3[CH:5]=[C:4]([F:17])[CH:3]=2)=[CH:27][CH:28]=1, predict the reactants needed to synthesize it. The reactants are: Br[C:2]1[C:10]2[N:9]3[CH2:11][CH2:12][NH:13][C:14](=[O:15])[C:8]3=[C:7]([CH3:16])[C:6]=2[CH:5]=[C:4]([F:17])[CH:3]=1.CC1(C)C(C)(C)OB([C:26]2[CH:27]=[CH:28][C:29]([NH2:32])=[N:30][CH:31]=2)O1. (2) The reactants are: [Br:1][C:2]1[CH:3]=[C:4]([CH:9]=[CH:10][C:11]=1[CH2:12]Br)[C:5]([O:7][CH3:8])=[O:6].C(=O)([O-])[O-].[K+].[K+].CC#N.[NH2:23][CH2:24][CH2:25][OH:26]. Given the product [Br:1][C:2]1[CH:3]=[C:4]([CH:9]=[CH:10][C:11]=1[CH2:12][NH:23][CH2:24][CH2:25][OH:26])[C:5]([O:7][CH3:8])=[O:6], predict the reactants needed to synthesize it. (3) Given the product [CH2:1]([O:3][C:4]([C:6]1([C:9]2[CH:10]=[CH:11][C:12]([C:15]3[CH:20]=[CH:19][C:18]([C:21]4[O:25][N:24]=[C:23]([CH3:26])[C:22]=4[CH2:27][C:28](=[O:29])[NH:40][CH:32]4[CH2:33][C:34]5[C:39](=[CH:38][CH:37]=[CH:36][CH:35]=5)[CH2:31]4)=[CH:17][CH:16]=3)=[CH:13][CH:14]=2)[CH2:8][CH2:7]1)=[O:5])[CH3:2], predict the reactants needed to synthesize it. The reactants are: [CH2:1]([O:3][C:4]([C:6]1([C:9]2[CH:14]=[CH:13][C:12]([C:15]3[CH:20]=[CH:19][C:18]([C:21]4[O:25][N:24]=[C:23]([CH3:26])[C:22]=4[CH2:27][C:28](O)=[O:29])=[CH:17][CH:16]=3)=[CH:11][CH:10]=2)[CH2:8][CH2:7]1)=[O:5])[CH3:2].[CH2:31]1[C:39]2[C:34](=[CH:35][CH:36]=[CH:37][CH:38]=2)[CH2:33][CH:32]1[NH2:40].